From a dataset of Forward reaction prediction with 1.9M reactions from USPTO patents (1976-2016). Predict the product of the given reaction. (1) Given the reactants Br[C:2]1[CH:3]=[C:4]([C:8](=[O:13])[C:9]([F:12])([F:11])[F:10])[CH:5]=[CH:6][CH:7]=1.[CH3:14][C:15]1([CH3:22])[C:19]([CH3:21])([CH3:20])[O:18][BH:17][O:16]1.CCN(CC)CC, predict the reaction product. The product is: [F:10][C:9]([F:12])([F:11])[CH:8]([C:4]1[CH:5]=[CH:6][CH:7]=[C:2]([B:17]2[O:18][C:19]([CH3:21])([CH3:20])[C:15]([CH3:22])([CH3:14])[O:16]2)[CH:3]=1)[OH:13]. (2) Given the reactants CN(C)[CH2:3][CH2:4][CH:5]([N:12]1[CH:16]=[C:15]([NH2:17])[CH:14]=[N:13]1)[C:6]1[CH:11]=[CH:10][CH:9]=[CH:8][CH:7]=1.C1([C@H](O)CC)C=CC=CC=1, predict the reaction product. The product is: [C:6]1([C@@H:5]([N:12]2[CH:16]=[C:15]([NH2:17])[CH:14]=[N:13]2)[CH2:4][CH3:3])[CH:11]=[CH:10][CH:9]=[CH:8][CH:7]=1. (3) The product is: [CH:12]1([NH:11][C:9]2[S:10][C:6]([C:4]([OH:5])=[O:3])=[CH:7][N:8]=2)[CH2:13][CH2:14]1. Given the reactants C([O:3][C:4]([C:6]1[S:10][C:9]([NH:11][CH:12]2[CH2:14][CH2:13]2)=[N:8][CH:7]=1)=[O:5])C.[OH-].[Na+], predict the reaction product. (4) Given the reactants [F:1][CH:2]([F:28])[C:3]([N:5]1[C@H:9]([CH2:10][F:11])[C@@H:8]([C:12]2[CH:17]=[CH:16][C:15]([C:18]3[CH:19]=[N:20][C:21]([CH2:24][OH:25])=[CH:22][CH:23]=3)=[CH:14][CH:13]=2)[O:7][C:6]1([CH3:27])[CH3:26])=[O:4].C(N(CC)CC)C.[CH3:36][S:37](Cl)(=[O:39])=[O:38], predict the reaction product. The product is: [F:28][CH:2]([F:1])[C:3]([N:5]1[C@H:9]([CH2:10][F:11])[C@@H:8]([C:12]2[CH:17]=[CH:16][C:15]([C:18]3[CH:23]=[CH:22][C:21]([CH2:24][O:25][S:37]([CH3:36])(=[O:39])=[O:38])=[N:20][CH:19]=3)=[CH:14][CH:13]=2)[O:7][C:6]1([CH3:26])[CH3:27])=[O:4]. (5) Given the reactants [Cl:1][C:2]1[N:6]2[CH:7]=[C:8]([C:15]3[CH:16]=[N:17][NH:18][CH:19]=3)[CH:9]=[C:10]([C:11]([F:14])([F:13])[F:12])[C:5]2=[N:4][C:3]=1[C:20]([OH:22])=O.[CH3:23][C:24]1([CH3:36])[CH2:28][O:27][C:26](=[O:29])[N:25]1[CH:30]1[CH2:35][CH2:34][NH:33][CH2:32][CH2:31]1.OC1C2N=NNC=2C=CC=1, predict the reaction product. The product is: [Cl:1][C:2]1[N:6]2[CH:7]=[C:8]([C:15]3[CH:19]=[N:18][NH:17][CH:16]=3)[CH:9]=[C:10]([C:11]([F:14])([F:12])[F:13])[C:5]2=[N:4][C:3]=1[C:20]([N:33]1[CH2:32][CH2:31][CH:30]([N:25]2[C:24]([CH3:23])([CH3:36])[CH2:28][O:27][C:26]2=[O:29])[CH2:35][CH2:34]1)=[O:22].